Dataset: Full USPTO retrosynthesis dataset with 1.9M reactions from patents (1976-2016). Task: Predict the reactants needed to synthesize the given product. Given the product [Br:30][C:21]1[CH:22]=[C:23]([O:28][CH3:29])[C:24]([O:26][CH3:27])=[CH:25][C:20]=1[CH2:19][C:18]([N:15]1[CH2:16][CH2:17][C:13]([C:10]2[CH:9]=[CH:8][C:7]([NH:6][C:1](=[O:5])[C:2]#[CH:3])=[CH:12][CH:11]=2)=[N:14]1)=[O:31], predict the reactants needed to synthesize it. The reactants are: [C:1]([OH:5])(=O)[C:2]#[CH:3].[NH2:6][C:7]1[CH:12]=[CH:11][C:10]([C:13]2[CH2:17][CH2:16][N:15]([C:18](=[O:31])[CH2:19][C:20]3[CH:25]=[C:24]([O:26][CH3:27])[C:23]([O:28][CH3:29])=[CH:22][C:21]=3[Br:30])[N:14]=2)=[CH:9][CH:8]=1.C(Cl)CCl.